This data is from Peptide-MHC class II binding affinity with 134,281 pairs from IEDB. The task is: Regression. Given a peptide amino acid sequence and an MHC pseudo amino acid sequence, predict their binding affinity value. This is MHC class II binding data. (1) The peptide sequence is NNKYAASSYLSLTPE. The MHC is HLA-DPA10103-DPB10401 with pseudo-sequence HLA-DPA10103-DPB10401. The binding affinity (normalized) is 0.856. (2) The peptide sequence is FEAMYLGTCQTLTPM. The MHC is DRB1_0405 with pseudo-sequence DRB1_0405. The binding affinity (normalized) is 0.544. (3) The peptide sequence is AFILDGRNLFPKV. The MHC is DRB1_0401 with pseudo-sequence DRB1_0401. The binding affinity (normalized) is 0.746. (4) The peptide sequence is ELYYAIYKASPTLAF. The MHC is HLA-DPA10201-DPB10501 with pseudo-sequence HLA-DPA10201-DPB10501. The binding affinity (normalized) is 0.459. (5) The peptide sequence is TLGEVWKRELNLLDK. The MHC is DRB1_0701 with pseudo-sequence DRB1_0701. The binding affinity (normalized) is 0.278.